From a dataset of Forward reaction prediction with 1.9M reactions from USPTO patents (1976-2016). Predict the product of the given reaction. (1) Given the reactants [Cl:1][C:2]1[C:3]([O:29][C:30]2[CH:35]=[CH:34][C:33]([C:36]3[CH:41]=[CH:40][C:39]([C:42]([F:45])([F:44])[F:43])=[CH:38][CH:37]=3)=[CH:32][C:31]=2[C:46](=O)/[CH:47]=[CH:48]/N(C)C)=[CH:4][C:5]([F:28])=[C:6]([S:8]([N:11]([CH2:17][C:18]2[CH:23]=[CH:22][C:21]([O:24][CH3:25])=[CH:20][C:19]=2[O:26][CH3:27])[C:12]2[S:13][CH:14]=[N:15][N:16]=2)(=[O:10])=[O:9])[CH:7]=1.[NH:53]([CH:55]1[CH2:58][N:57]([C:59]([O:61][C:62]([CH3:65])([CH3:64])[CH3:63])=[O:60])[CH2:56]1)[NH2:54].C(=O)([O-])O.[Na+], predict the reaction product. The product is: [Cl:1][C:2]1[CH:7]=[C:6]([S:8]([N:11]([CH2:17][C:18]2[CH:23]=[CH:22][C:21]([O:24][CH3:25])=[CH:20][C:19]=2[O:26][CH3:27])[C:12]2[S:13][CH:14]=[N:15][N:16]=2)(=[O:10])=[O:9])[C:5]([F:28])=[CH:4][C:3]=1[O:29][C:30]1[CH:35]=[CH:34][C:33]([C:36]2[CH:41]=[CH:40][C:39]([C:42]([F:45])([F:43])[F:44])=[CH:38][CH:37]=2)=[CH:32][C:31]=1[C:46]1[N:53]([CH:55]2[CH2:56][N:57]([C:59]([O:61][C:62]([CH3:65])([CH3:64])[CH3:63])=[O:60])[CH2:58]2)[N:54]=[CH:48][CH:47]=1. (2) Given the reactants [N+:1]([C:4]1[CH:5]=[C:6]([CH:9]=[CH:10][CH:11]=1)[CH:7]=[O:8])([O-:3])=[O:2].[CH2:12](O)[CH2:13][OH:14].CC1C=CC(S(O)(=O)=O)=CC=1, predict the reaction product. The product is: [N+:1]([C:4]1[CH:5]=[C:6]([CH:7]2[O:14][CH2:13][CH2:12][O:8]2)[CH:9]=[CH:10][CH:11]=1)([O-:3])=[O:2]. (3) Given the reactants Cl[C:2]1[N:7]=[C:6]([NH:8][CH2:9][C:10]2[CH:15]=[CH:14][C:13]([F:16])=[CH:12][CH:11]=2)[N:5]=[C:4]([NH:17][CH2:18][C:19]#[CH:20])[N:3]=1.Cl.[CH3:22][O:23][NH:24][CH3:25].CON(C)C1N=C(NCCC)N=C(NCC#C)N=1, predict the reaction product. The product is: [F:16][C:13]1[CH:14]=[CH:15][C:10]([CH2:9][NH:8][C:6]2[N:5]=[C:4]([NH:17][CH2:18][C:19]#[CH:20])[N:3]=[C:2]([N:24]([CH3:25])[O:23][CH3:22])[N:7]=2)=[CH:11][CH:12]=1.